Dataset: Full USPTO retrosynthesis dataset with 1.9M reactions from patents (1976-2016). Task: Predict the reactants needed to synthesize the given product. Given the product [ClH:19].[CH2:20]([N:27]1[CH2:32][CH2:31][CH:30]([NH:33][S:16]([C:14]2[S:15][C:11]([C:5]3[CH:4]=[C:3]([CH2:1][CH3:2])[C:8](=[O:9])[NH:7][C:6]=3[CH3:10])=[CH:12][CH:13]=2)(=[O:18])=[O:17])[CH2:29][CH2:28]1)[C:21]1[CH:22]=[CH:23][CH:24]=[CH:25][CH:26]=1, predict the reactants needed to synthesize it. The reactants are: [CH2:1]([C:3]1[C:8](=[O:9])[NH:7][C:6]([CH3:10])=[C:5]([C:11]2[S:15][C:14]([S:16]([Cl:19])(=[O:18])=[O:17])=[CH:13][CH:12]=2)[CH:4]=1)[CH3:2].[CH2:20]([N:27]1[CH2:32][CH2:31][CH:30]([NH2:33])[CH2:29][CH2:28]1)[C:21]1[CH:26]=[CH:25][CH:24]=[CH:23][CH:22]=1.